This data is from Catalyst prediction with 721,799 reactions and 888 catalyst types from USPTO. The task is: Predict which catalyst facilitates the given reaction. (1) Reactant: [CH3:1][C@H:2]1[NH:7][C@@H:6]([CH3:8])[CH2:5][N:4]([C:9]2[CH:10]=[CH:11][C:12]([Cl:16])=[C:13]([CH:15]=2)[NH2:14])[CH2:3]1.[Br:17][C:18]1[CH:23]=[CH:22][C:21]([S:24](Cl)(=[O:26])=[O:25])=[CH:20][CH:19]=1. Product: [Br:17][C:18]1[CH:23]=[CH:22][C:21]([S:24]([NH:14][C:13]2[CH:15]=[C:9]([N:4]3[CH2:5][C@H:6]([CH3:8])[NH:7][C@H:2]([CH3:1])[CH2:3]3)[CH:10]=[CH:11][C:12]=2[Cl:16])(=[O:26])=[O:25])=[CH:20][CH:19]=1. The catalyst class is: 529. (2) Reactant: C(=O)([O-])[O-].[K+].[K+].Cl[CH2:8][CH2:9][CH2:10][CH2:11][O:12][C:13]1[CH:22]=[C:21]2[C:16]([CH2:17][CH2:18][C:19](=[O:23])[NH:20]2)=[CH:15][CH:14]=1.Cl.[Cl:25][C:26]1[C:31]([Cl:32])=[CH:30][CH:29]=[CH:28][C:27]=1[N:33]1[CH2:38][CH2:37][NH:36][CH2:35][CH2:34]1. Product: [CH:29]1[CH:28]=[C:27]([N:33]2[CH2:38][CH2:37][N:36]([CH2:8][CH2:9][CH2:10][CH2:11][O:12][C:13]3[CH:14]=[CH:15][C:16]4[CH2:17][CH2:18][C:19](=[O:23])[NH:20][C:21]=4[CH:22]=3)[CH2:35][CH2:34]2)[C:26]([Cl:25])=[C:31]([Cl:32])[CH:30]=1. The catalyst class is: 6. (3) Product: [Cl:28][C:11]1[CH:12]=[C:13]2[NH:18][C:17]([O:19][C@@H:20]3[CH2:24][O:23][C@H:22]([CH2:25][OH:26])[C@H:21]3[OH:27])=[N:16][C:14]2=[N:15][C:10]=1[C:7]1[CH:8]=[CH:9][C:4]([C:37]2[CH:42]=[CH:41][C:40]([N:43]3[N:47]=[CH:46][CH:45]=[N:44]3)=[CH:39][CH:38]=2)=[CH:5][CH:6]=1. Reactant: [Li+].[OH-].Br[C:4]1[CH:9]=[CH:8][C:7]([C:10]2[N:15]=[C:14]3[N:16]=[C:17]([O:19][C@@H:20]4[CH2:24][O:23][C@H:22]([CH2:25][OH:26])[C@H:21]4[OH:27])[NH:18][C:13]3=[CH:12][C:11]=2[Cl:28])=[CH:6][CH:5]=1.CC1(C)C(C)(C)OB([C:37]2[CH:42]=[CH:41][C:40]([N:43]3[N:47]=[CH:46][CH:45]=[N:44]3)=[CH:39][CH:38]=2)O1. The catalyst class is: 38. (4) Reactant: [N+:1]([C:4]1[CH:9]=[CH:8][CH:7]=[CH:6][C:5]=1[C:10]1[CH:15]=[CH:14][N:13]=[CH:12][CH:11]=1)([O-])=O.Cl. Product: [N:13]1[CH:14]=[CH:15][C:10]([C:5]2[CH:6]=[CH:7][CH:8]=[CH:9][C:4]=2[NH2:1])=[CH:11][CH:12]=1. The catalyst class is: 5. (5) Reactant: [Cl:1][C:2]1[CH:8]=[C:7]([F:9])[C:6]([CH3:10])=[CH:5][C:3]=1[NH2:4].[CH2:11](OCl)[CH2:12][CH2:13]C.CC[C:19](=[S:21])C.C(N(CC)CC)C. Product: [Cl:1][C:2]1[CH:8]=[C:7]([F:9])[C:6]([CH3:10])=[C:5]2[C:3]=1[NH:4][C:12]([CH3:13])=[C:11]2[S:21][CH3:19]. The catalyst class is: 2. (6) Reactant: Cl[CH2:2][CH2:3][CH2:4]/[C:5](=[N:13]\[S@:14]([C:16]([CH3:19])([CH3:18])[CH3:17])=[O:15])/[C:6]1[CH:11]=[CH:10][C:9]([OH:12])=[CH:8][CH:7]=1.CC(C[AlH]CC(C)C)C.[Li+].C[Si]([N-][Si](C)(C)C)(C)C. Product: [CH3:17][C:16]([S@@:14]([N:13]1[CH2:2][CH2:3][CH2:4][C@H:5]1[C:6]1[CH:11]=[CH:10][C:9]([OH:12])=[CH:8][CH:7]=1)=[O:15])([CH3:19])[CH3:18]. The catalyst class is: 5. (7) Reactant: [C-:1]#[N:2].[Na+].FC(F)(F)C(O)=O.Br[CH2:12][C:13]1[CH:22]=[C:21]([N+:23]([O-:25])=[O:24])[CH:20]=[CH:19][C:14]=1[C:15]([O:17][CH3:18])=[O:16].O. Product: [C:1]([CH2:12][C:13]1[CH:22]=[C:21]([N+:23]([O-:25])=[O:24])[CH:20]=[CH:19][C:14]=1[C:15]([O:17][CH3:18])=[O:16])#[N:2]. The catalyst class is: 16. (8) Reactant: Cl[C:2]1([C:25]([O:27][CH2:28][CH3:29])=[O:26])[CH2:7][CH2:6][CH2:5][N:4]2[C:8]([C:11]3[CH:16]=[CH:15][C:14]([N:17]4[CH:21]=[C:20]([CH3:22])[N:19]=[CH:18]4)=[C:13]([O:23][CH3:24])[N:12]=3)=[N:9][N:10]=[C:3]12.[Cl:30][C:31]1[CH:36]=[CH:35][C:34]([OH:37])=[CH:33][C:32]=1[F:38].C(=O)([O-])[O-].[K+].[K+].[Cl-].[NH4+]. Product: [Cl:30][C:31]1[CH:36]=[CH:35][C:34]([O:37][C:2]2([C:25]([O:27][CH2:28][CH3:29])=[O:26])[CH2:7][CH2:6][CH2:5][N:4]3[C:8]([C:11]4[CH:16]=[CH:15][C:14]([N:17]5[CH:21]=[C:20]([CH3:22])[N:19]=[CH:18]5)=[C:13]([O:23][CH3:24])[N:12]=4)=[N:9][N:10]=[C:3]23)=[CH:33][C:32]=1[F:38]. The catalyst class is: 3. (9) Reactant: [OH:1][C:2]1[C:3]([C:14]([OH:16])=[O:15])=[CH:4][C:5]2[C:10]([CH:11]=1)=[CH:9][CH:8]=[C:7]([O:12][CH3:13])[CH:6]=2.S(=O)(=O)(O)O.[CH3:22]O. Product: [CH3:22][O:15][C:14]([C:3]1[C:2]([OH:1])=[CH:11][C:10]2[C:5](=[CH:6][C:7]([O:12][CH3:13])=[CH:8][CH:9]=2)[CH:4]=1)=[O:16]. The catalyst class is: 27.